Predict the product of the given reaction. From a dataset of Forward reaction prediction with 1.9M reactions from USPTO patents (1976-2016). Given the reactants [NH2:1][CH2:2][CH2:3][CH2:4][C@H:5]([NH:9][C:10]([O:12][CH2:13][C:14]1[CH:19]=[CH:18][CH:17]=[CH:16][CH:15]=1)=[O:11])[C:6]([OH:8])=[O:7].O=[C:21]1[CH2:26][CH2:25][N:24]([C:27]([O:29][C:30]([CH3:33])([CH3:32])[CH3:31])=[O:28])[CH2:23][CH2:22]1.C([BH3-])#N.[Na+], predict the reaction product. The product is: [CH2:13]([O:12][C:10]([NH:9][C@@H:5]([CH2:4][CH2:3][CH2:2][NH:1][CH:21]1[CH2:26][CH2:25][N:24]([C:27]([O:29][C:30]([CH3:33])([CH3:32])[CH3:31])=[O:28])[CH2:23][CH2:22]1)[C:6]([OH:8])=[O:7])=[O:11])[C:14]1[CH:15]=[CH:16][CH:17]=[CH:18][CH:19]=1.